This data is from Peptide-MHC class I binding affinity with 185,985 pairs from IEDB/IMGT. The task is: Regression. Given a peptide amino acid sequence and an MHC pseudo amino acid sequence, predict their binding affinity value. This is MHC class I binding data. (1) The peptide sequence is KRLNISSTT. The MHC is Mamu-B08 with pseudo-sequence Mamu-B08. The binding affinity (normalized) is 0.389. (2) The peptide sequence is TMRTPLFPW. The MHC is HLA-A02:01 with pseudo-sequence HLA-A02:01. The binding affinity (normalized) is 0.0847. (3) The peptide sequence is AVASSLLWV. The MHC is HLA-B07:02 with pseudo-sequence HLA-B07:02. The binding affinity (normalized) is 0.236. (4) The peptide sequence is CAVIPFDDI. The MHC is HLA-A68:02 with pseudo-sequence HLA-A68:02. The binding affinity (normalized) is 0.709.